This data is from Full USPTO retrosynthesis dataset with 1.9M reactions from patents (1976-2016). The task is: Predict the reactants needed to synthesize the given product. (1) Given the product [CH3:37][CH:32]1[N:31]([CH3:30])[CH2:36][CH2:35][N:34]([CH2:26][C:25]2[CH:24]=[CH:23][C:22]([CH:9]3[NH:10][C:11]4[C:12]5[C:13](=[N:14][NH:15][C:16](=[O:21])[C:17]=5[CH:18]=[CH:19][CH:20]=4)[CH:8]3[C:5]3[CH:6]=[CH:7][C:2]([F:1])=[CH:3][CH:4]=3)=[CH:29][CH:28]=2)[CH2:33]1, predict the reactants needed to synthesize it. The reactants are: [F:1][C:2]1[CH:7]=[CH:6][C:5]([CH:8]2[C:13]3=[N:14][NH:15][C:16](=[O:21])[C:17]4[CH:18]=[CH:19][CH:20]=[C:11]([C:12]=43)[NH:10][CH:9]2[C:22]2[CH:29]=[CH:28][C:25]([CH:26]=O)=[CH:24][CH:23]=2)=[CH:4][CH:3]=1.[CH3:30][N:31]1[CH2:36][CH2:35][NH:34][CH2:33][CH:32]1[CH3:37]. (2) Given the product [Cl:16][C:17]1[CH:24]=[C:9]([NH:8][C@H:4]2[CH2:5][C:6](=[O:7])[N:2]([CH3:1])[CH2:3]2)[CH:22]=[CH:21][C:18]=1[C:19]#[N:20], predict the reactants needed to synthesize it. The reactants are: [CH3:1][N:2]1[C:6](=[O:7])[CH2:5][C@H:4]([NH:8][C:9](=O)OC(C)(C)C)[CH2:3]1.[Cl:16][C:17]1[CH:24]=C(F)[CH:22]=[CH:21][C:18]=1[C:19]#[N:20].C([O-])(O)=O.[Na+]. (3) Given the product [CH3:11][O:10][C:8](=[O:9])[C:7]1[CH:6]=[C:5]([S:2](=[O:4])(=[O:3])[NH:23][C:19]([CH3:22])([CH3:21])[CH3:20])[CH:14]=[C:13]([S:15](=[O:17])(=[O:16])[NH:27][C:30]([CH3:32])([CH3:33])[CH3:31])[CH:12]=1, predict the reactants needed to synthesize it. The reactants are: Cl[S:2]([C:5]1[CH:6]=[C:7]([CH:12]=[C:13]([S:15](Cl)(=[O:17])=[O:16])[CH:14]=1)[C:8]([O:10][CH3:11])=[O:9])(=[O:4])=[O:3].[C:19]([NH2:23])([CH3:22])([CH3:21])[CH3:20].C([N:27]([CH:30]([CH3:32])[CH3:31])CC)(C)C.[CH2:33](Cl)Cl. (4) The reactants are: [NH2:1][CH2:2][CH2:3][N:4]1[C:12]2[CH:11]=[CH:10][CH:9]=[CH:8][C:7]=2[C:6]2[CH2:13][CH2:14][N:15]([C:18]([O:20][C:21]([CH3:24])([CH3:23])[CH3:22])=[O:19])[CH2:16][CH2:17][C:5]1=2.C(N(C(C)C)CC)(C)C.[C:34](Cl)(=[O:41])[C:35]1[CH:40]=[CH:39][CH:38]=[CH:37][CH:36]=1.C(O)(=O)CC(CC(O)=O)(C(O)=O)O. Given the product [C:34]([NH:1][CH2:2][CH2:3][N:4]1[C:12]2[CH:11]=[CH:10][CH:9]=[CH:8][C:7]=2[C:6]2[CH2:13][CH2:14][N:15]([C:18]([O:20][C:21]([CH3:24])([CH3:23])[CH3:22])=[O:19])[CH2:16][CH2:17][C:5]1=2)(=[O:41])[C:35]1[CH:40]=[CH:39][CH:38]=[CH:37][CH:36]=1, predict the reactants needed to synthesize it. (5) Given the product [Cl:1][C:2]1[C:3]([CH:11]([Cl:25])[CH3:12])=[C:4]([O:9][CH3:10])[CH:5]=[CH:6][C:7]=1[F:8], predict the reactants needed to synthesize it. The reactants are: [Cl:1][C:2]1[C:7]([F:8])=[CH:6][CH:5]=[C:4]([O:9][CH3:10])[C:3]=1[CH:11](O)[CH3:12].C(N(CC)CC)C.CS([Cl:25])(=O)=O.